Predict the product of the given reaction. From a dataset of Forward reaction prediction with 1.9M reactions from USPTO patents (1976-2016). (1) The product is: [Cl:33][C:34]1[N:35]=[CH:36][C:37]([N:11]2[C:12]3[C:17](=[CH:16][C:15]([C:19]([N:21]4[CH2:22][CH2:23][CH:24]([N:27]5[CH2:31][CH2:30][CH2:29][CH2:28]5)[CH2:25][CH2:26]4)=[O:20])=[CH:14][CH:13]=3)[CH:18]=[C:10]2[C:8]([N:5]2[CH2:6][CH2:7][C:2]([F:1])([F:32])[CH2:3][CH2:4]2)=[O:9])=[CH:38][CH:39]=1. Given the reactants [F:1][C:2]1([F:32])[CH2:7][CH2:6][N:5]([C:8]([C:10]2[NH:11][C:12]3[C:17]([CH:18]=2)=[CH:16][C:15]([C:19]([N:21]2[CH2:26][CH2:25][CH:24]([N:27]4[CH2:31][CH2:30][CH2:29][CH2:28]4)[CH2:23][CH2:22]2)=[O:20])=[CH:14][CH:13]=3)=[O:9])[CH2:4][CH2:3]1.[Cl:33][C:34]1[CH:39]=[CH:38][C:37](B(O)O)=[CH:36][N:35]=1.N1C=CC=CC=1, predict the reaction product. (2) Given the reactants [CH3:1][C:2]([CH3:15])([CH3:14])[CH:3]=[CH:4][C:5]1[CH:13]=[CH:12][C:8]([C:9]([OH:11])=O)=[CH:7][CH:6]=1.C(Cl)(=O)C(Cl)=O.[CH3:22][O:23][C:24]1[CH:29]=[CH:28][CH:27]=[C:26]([NH2:30])[CH:25]=1, predict the reaction product. The product is: [CH3:14][C:2]([CH3:1])([CH3:15])/[CH:3]=[CH:4]/[C:5]1[CH:6]=[CH:7][C:8]([C:9]([NH:30][C:26]2[CH:27]=[CH:28][CH:29]=[C:24]([O:23][CH3:22])[CH:25]=2)=[O:11])=[CH:12][CH:13]=1. (3) Given the reactants [F:1][C:2]1([F:25])[CH2:7][CH2:6][N:5]([C:8]2[CH:13]=[CH:12][N:11]=[CH:10][C:9]=2[N+:14]([O-])=O)[CH2:4][CH:3]1[NH:17][C:18](=[O:24])[O:19][C:20]([CH3:23])([CH3:22])[CH3:21].C(N(CC)CC)C, predict the reaction product. The product is: [NH2:14][C:9]1[CH:10]=[N:11][CH:12]=[CH:13][C:8]=1[N:5]1[CH2:6][CH2:7][C:2]([F:1])([F:25])[CH:3]([NH:17][C:18](=[O:24])[O:19][C:20]([CH3:22])([CH3:21])[CH3:23])[CH2:4]1. (4) Given the reactants [NH2:1][C:2]([NH:4][C:5]1[O:9][C:8]([C:10]2[CH:15]=[CH:14][CH:13]=[CH:12][CH:11]=2)=[N:7][C:6]=1[C:16]([NH:18][C@H:19]1[CH2:24][CH2:23][CH2:22][N:21](C(OC(C)(C)C)=O)[CH2:20]1)=[O:17])=[O:3], predict the reaction product. The product is: [NH:21]1[CH2:22][CH2:23][CH2:24][C@H:19]([NH:18][C:16]([C:6]2[N:7]=[C:8]([C:10]3[CH:15]=[CH:14][CH:13]=[CH:12][CH:11]=3)[O:9][C:5]=2[NH:4][C:2]([NH2:1])=[O:3])=[O:17])[CH2:20]1. (5) Given the reactants Br[C:2]1[N:6]([S:7]([C:10]2[CH:11]=[N:12][CH:13]=[CH:14][CH:15]=2)(=[O:9])=[O:8])[CH:5]=[C:4]([CH2:16][N:17]([CH3:25])[C:18](=[O:24])[O:19][C:20]([CH3:23])([CH3:22])[CH3:21])[CH:3]=1.[F:26][C:27]1[CH:32]=[CH:31][C:30]([O:33][CH3:34])=[CH:29][C:28]=1B(O)O.C(=O)([O-])O.[Na+].COCCOC, predict the reaction product. The product is: [C:20]([O:19][C:18](=[O:24])[N:17]([CH2:16][C:4]1[CH:3]=[C:2]([C:28]2[CH:29]=[C:30]([O:33][CH3:34])[CH:31]=[CH:32][C:27]=2[F:26])[N:6]([S:7]([C:10]2[CH:11]=[N:12][CH:13]=[CH:14][CH:15]=2)(=[O:9])=[O:8])[CH:5]=1)[CH3:25])([CH3:23])([CH3:22])[CH3:21]. (6) The product is: [CH3:1][O:2][C:3](=[O:21])[CH2:4][C:9]1[C:14]([S:15][CH3:16])=[C:13]([OH:17])[N:12]=[C:11]([OH:19])[N:10]=1. Given the reactants [CH3:1][O:2][C:3](=[O:21])[CH:4]([C:9]1[C:14]([S:15][CH3:16])=[C:13]([O:17]C)[N:12]=[C:11]([O:19]C)[N:10]=1)C(OC)=O.Cl, predict the reaction product. (7) Given the reactants [CH3:1][C:2]1([CH3:25])[C:11]2[C:6](=[CH:7][CH:8]=[C:9]([C:12]([F:15])([F:14])[F:13])[CH:10]=2)[NH:5][CH:4]([C:16]2[CH:21]=[CH:20][CH:19]=[CH:18][C:17]=2[N+:22]([O-])=O)[CH2:3]1, predict the reaction product. The product is: [CH3:1][C:2]1([CH3:25])[C:11]2[C:6](=[CH:7][CH:8]=[C:9]([C:12]([F:14])([F:13])[F:15])[CH:10]=2)[NH:5][CH:4]([C:16]2[CH:21]=[CH:20][CH:19]=[CH:18][C:17]=2[NH2:22])[CH2:3]1. (8) Given the reactants C(OC([N:8]1[CH2:13][CH:12]=[C:11]([CH2:14][NH:15][C:16]([C:18]2[N:19]=[N:20][C:21]([CH2:37][CH2:38][CH2:39][CH3:40])=[C:22]([C:24]3[CH:29]=[CH:28][C:27]([O:30][CH:31]4[CH2:36][CH2:35][CH2:34][CH2:33][CH2:32]4)=[CH:26][CH:25]=3)[CH:23]=2)=[O:17])[CH2:10][CH2:9]1)=O)(C)(C)C.[ClH:41], predict the reaction product. The product is: [ClH:41].[ClH:41].[NH:8]1[CH2:9][CH:10]=[C:11]([CH2:14][NH:15][C:16]([C:18]2[N:19]=[N:20][C:21]([CH2:37][CH2:38][CH2:39][CH3:40])=[C:22]([C:24]3[CH:25]=[CH:26][C:27]([O:30][CH:31]4[CH2:36][CH2:35][CH2:34][CH2:33][CH2:32]4)=[CH:28][CH:29]=3)[CH:23]=2)=[O:17])[CH2:12][CH2:13]1. (9) The product is: [F:32][C:2]([F:1])([F:31])[C:3]([OH:30])([CH3:29])[CH2:4][NH:5][C:6]([C:8]1[C:13]([NH2:14])=[CH:12][C:11]([C:21]([F:24])([F:23])[F:22])=[C:10]([C:25]([F:27])([F:26])[F:28])[N:9]=1)=[O:7]. Given the reactants [F:1][C:2]([F:32])([F:31])[C:3]([OH:30])([CH3:29])[CH2:4][NH:5][C:6]([C:8]1[C:13]([N:14]2C(C)=CC=C2C)=[CH:12][C:11]([C:21]([F:24])([F:23])[F:22])=[C:10]([C:25]([F:28])([F:27])[F:26])[N:9]=1)=[O:7].Cl.NO.CCN(CC)CC, predict the reaction product. (10) The product is: [Cl:2][C:3]1[N:4]=[C:5]([C:13]2[CH:18]=[CH:17][CH:16]=[CH:15][C:14]=2[CH3:19])[C:6]2[CH2:12][N:11]([C:36]([NH:35][C:31]3[CH:32]=[CH:33][CH:34]=[C:29]([CH2:27][CH3:28])[CH:30]=3)=[O:37])[CH2:10][CH2:9][C:7]=2[N:8]=1. Given the reactants [Cl-].[Cl:2][C:3]1[N:4]=[C:5]([C:13]2[CH:18]=[CH:17][CH:16]=[CH:15][C:14]=2[CH3:19])[C:6]2[CH2:12][NH2+:11][CH2:10][CH2:9][C:7]=2[N:8]=1.C(N(CC)CC)C.[CH2:27]([C:29]1[CH:30]=[C:31]([N:35]=[C:36]=[O:37])[CH:32]=[CH:33][CH:34]=1)[CH3:28].O, predict the reaction product.